This data is from Full USPTO retrosynthesis dataset with 1.9M reactions from patents (1976-2016). The task is: Predict the reactants needed to synthesize the given product. (1) Given the product [C:1]([OH:20])(=[O:19])[CH:2]=[CH:3][CH:4]=[CH:5][CH2:6][CH2:7][CH2:8][CH2:9][CH2:10][CH2:11][CH2:12][CH2:13][CH2:14][CH2:15][CH2:16][CH2:17][CH2:18][CH2:21][CH3:22].[C:21]([OH:40])(=[O:39])[CH2:22][CH2:23][CH2:24][CH2:25][CH2:26][CH2:27][CH2:28]/[CH:29]=[CH:30]\[CH2:31]/[CH:32]=[CH:33]\[CH2:34][CH2:35][CH2:36][CH2:37][CH3:38], predict the reactants needed to synthesize it. The reactants are: [C:1]([OH:20])(=[O:19])[CH2:2][CH2:3][CH2:4][CH2:5][CH2:6][CH2:7][CH2:8]/[CH:9]=[CH:10]\[CH2:11]/[CH:12]=[CH:13]\[CH2:14][CH2:15][CH2:16][CH2:17][CH3:18].[C:21]([OH:40])(=[O:39])[CH2:22][CH2:23][CH2:24][CH2:25][CH2:26][CH2:27][CH2:28]/[CH:29]=[CH:30]\[CH2:31][CH2:32][CH2:33][CH2:34][CH2:35][CH2:36][CH2:37][CH3:38]. (2) Given the product [Br:1][C:2]1[C:3]([NH:9][CH2:10][CH2:11][CH2:12][N:13]([CH3:14])[C:19]([CH:15]2[CH2:18][CH2:17][CH2:16]2)=[O:20])=[N:4][C:5]([Cl:8])=[N:6][CH:7]=1, predict the reactants needed to synthesize it. The reactants are: [Br:1][C:2]1[C:3]([NH:9][CH2:10][CH2:11][CH2:12][NH:13][CH3:14])=[N:4][C:5]([Cl:8])=[N:6][CH:7]=1.[CH:15]1([C:19](Cl)=[O:20])[CH2:18][CH2:17][CH2:16]1.C(N(CC)CC)C. (3) Given the product [Cl:26][C:18]1[CH:17]=[N:16][C:15]2[C:14]([C:22]#[N:23])=[CH:13][CH:12]=[C:11]([C:5]3[CH:4]=[C:3]([O:2][CH3:1])[CH:8]=[C:7]([O:9][CH3:10])[CH:6]=3)[C:20]=2[N:19]=1, predict the reactants needed to synthesize it. The reactants are: [CH3:1][O:2][C:3]1[CH:4]=[C:5]([C:11]2[C:20]3[N:19]=[C:18](O)[CH:17]=[N:16][C:15]=3[C:14]([C:22]#[N:23])=[CH:13][CH:12]=2)[CH:6]=[C:7]([O:9][CH3:10])[CH:8]=1.O=P(Cl)(Cl)[Cl:26].